Dataset: Reaction yield outcomes from USPTO patents with 853,638 reactions. Task: Predict the reaction yield, written as a fraction of the theoretical maximum amount of product (1.0 means a 100% yield; for example, 0.34 means a 34% yield). (1) The reactants are Cl[C:2]1[N:7]=[C:6]([NH:8][C@@H:9]2[CH2:14][CH2:13][CH2:12][CH2:11][C@H:10]2[NH:15][S:16]([CH3:19])(=[O:18])=[O:17])[C:5]([Cl:20])=[CH:4][N:3]=1.[NH2:21][C:22]1[C:35]([O:36][CH3:37])=[CH:34][C:25]2[CH2:26][CH2:27][N:28]([CH2:31][CH2:32][OH:33])[CH2:29][CH2:30][C:24]=2[CH:23]=1. No catalyst specified. The product is [Cl:20][C:5]1[C:6]([NH:8][C@@H:9]2[CH2:14][CH2:13][CH2:12][CH2:11][C@H:10]2[NH:15][S:16]([CH3:19])(=[O:18])=[O:17])=[N:7][C:2]([NH:21][C:22]2[C:35]([O:36][CH3:37])=[CH:34][C:25]3[CH2:26][CH2:27][N:28]([CH2:31][CH2:32][OH:33])[CH2:29][CH2:30][C:24]=3[CH:23]=2)=[N:3][CH:4]=1. The yield is 0.360. (2) The catalyst is O.CO.C(Cl)Cl.CC(N(C)C)=O. The reactants are C1(P(C2C=CC=CC=2)C2C=CC=CC=2)C=CC=CC=1.BrBr.[NH2:22][C:23]1[N:32]=[C:31]([NH2:33])[C:30]2[C:25](=[N:26][CH:27]=[C:28]([CH2:34]O)[N:29]=2)[N:24]=1.[O-2].[Ba+2].[NH2:38][C:39]1[CH:47]=[CH:46][C:42]([C:43]([OH:45])=[O:44])=[CH:41][CH:40]=1. The product is [CH:41]1[C:42]([C:43]([OH:45])=[O:44])=[CH:46][CH:47]=[C:39]([NH:38][CH2:34][C:28]2[N:29]=[C:30]3[C:31]([NH2:33])=[N:32][C:23]([NH2:22])=[N:24][C:25]3=[N:26][CH:27]=2)[CH:40]=1. The yield is 0.990. (3) The reactants are [CH3:1][N:2]([CH3:13])[CH2:3][C:4]1[C:12]2[C:7](=[N:8][CH:9]=[CH:10][CH:11]=2)[NH:6][CH:5]=1.CN(C)C=O.[H-].[Na+].[CH:21]([Si:24](Cl)([CH:28]([CH3:30])[CH3:29])[CH:25]([CH3:27])[CH3:26])([CH3:23])[CH3:22]. The catalyst is O. The product is [CH3:1][N:2]([CH3:13])[CH2:3][C:4]1[C:12]2[C:7](=[N:8][CH:9]=[CH:10][CH:11]=2)[N:6]([Si:24]([CH:28]([CH3:30])[CH3:29])([CH:25]([CH3:27])[CH3:26])[CH:21]([CH3:23])[CH3:22])[CH:5]=1. The yield is 0.588. (4) The reactants are F[C:2]1[CH:7]=[CH:6][C:5]([N+:8]([O-:10])=[O:9])=[CH:4][C:3]=1[CH3:11].[CH3:12][N:13]1[CH2:18][CH2:17][NH:16][CH2:15][CH2:14]1.[Na+].[Cl-]. The catalyst is CN1CCCC1=O. The product is [CH3:12][N:13]1[CH2:18][CH2:17][N:16]([C:2]2[CH:7]=[CH:6][C:5]([N+:8]([O-:10])=[O:9])=[CH:4][C:3]=2[CH3:11])[CH2:15][CH2:14]1. The yield is 0.920. (5) The reactants are [CH3:1][S:2]([O-:4])=[O:3].[Na+].Cl[CH:7]([CH3:13])[C:8]([O:10][CH2:11][CH3:12])=[O:9]. The catalyst is C(O)C. The product is [CH3:1][S:2]([CH:7]([CH3:13])[C:8]([O:10][CH2:11][CH3:12])=[O:9])(=[O:4])=[O:3]. The yield is 0.730. (6) The reactants are [F:1][C:2]1[CH:24]=[CH:23][CH:22]=[C:21]([F:25])[C:3]=1[CH2:4][C@@H:5]1[CH2:10][C@H:9]([C:11]2[O:15][NH:14][C:13](=[O:16])[CH:12]=2)[CH2:8][CH2:7][N:6]1C(OC)=O.Br. No catalyst specified. The product is [F:1][C:2]1[CH:24]=[CH:23][CH:22]=[C:21]([F:25])[C:3]=1[CH2:4][C@@H:5]1[CH2:10][C@H:9]([C:11]2[O:15][NH:14][C:13](=[O:16])[CH:12]=2)[CH2:8][CH2:7][NH:6]1. The yield is 0.770. (7) The reactants are CO[CH:3](OC)[CH2:4]Br.Br.C(=O)([O-])O.[Na+].[NH2:14][C:15]1[C:16](=[O:24])[N:17]([CH3:23])[C:18]([S:21][CH3:22])=[N:19][N:20]=1. The catalyst is CC(O)C.CO.O. The product is [CH3:23][N:17]1[C:16](=[O:24])[C:15]2=[N:14][CH:3]=[CH:4][N:20]2[N:19]=[C:18]1[S:21][CH3:22]. The yield is 0.470. (8) The reactants are C(OC(=O)[NH:10][C:11]([C:14]1[CH:19]=[CH:18][CH:17]=[C:16]([O:20][CH3:21])[CH:15]=1)([CH3:13])[CH3:12])C1C=CC=CC=1.CCO. The product is [CH3:21][O:20][C:16]1[CH:15]=[C:14]([C:11]([NH2:10])([CH3:12])[CH3:13])[CH:19]=[CH:18][CH:17]=1. The yield is 0.530. The catalyst is [Pd].O. (9) The reactants are [CH3:1][O:2][C:3]1[CH:8]=[CH:7][C:6]([C:9]2[N:10]=[C:11]([C:22]3([C:28]([O:30][CH2:31][C:32]4[CH:37]=[CH:36][CH:35]=[CH:34][CH:33]=4)=[O:29])[CH2:27][CH2:26][NH:25][CH2:24][CH2:23]3)[O:12][C:13]=2[C:14]2[CH:19]=[CH:18][C:17]([O:20][CH3:21])=[CH:16][CH:15]=2)=[CH:5][CH:4]=1.ClC(Cl)(O[C:42](=[O:48])OC(Cl)(Cl)Cl)Cl.C(N(CC)CC)C.Cl.[CH3:58][NH:59][OH:60]. The catalyst is O1CCCC1. The product is [CH3:1][O:2][C:3]1[CH:4]=[CH:5][C:6]([C:9]2[N:10]=[C:11]([C:22]3([C:28]([O:30][CH2:31][C:32]4[CH:37]=[CH:36][CH:35]=[CH:34][CH:33]=4)=[O:29])[CH2:27][CH2:26][N:25]([C:42](=[O:48])[N:59]([OH:60])[CH3:58])[CH2:24][CH2:23]3)[O:12][C:13]=2[C:14]2[CH:15]=[CH:16][C:17]([O:20][CH3:21])=[CH:18][CH:19]=2)=[CH:7][CH:8]=1. The yield is 0.740. (10) The reactants are C[O:2][C:3]([C:5]1[S:9][C:8](/[CH:10]=[CH:11]/[C:12]2[C:13]([CH2:18][CH2:19][CH2:20][CH3:21])=[N:14][O:15][C:16]=2[CH3:17])=[N:7][C:6]=1[CH3:22])=[O:4].O.[OH-].[Li+].CO. The catalyst is C1COCC1.O. The product is [CH2:18]([C:13]1[C:12](/[CH:11]=[CH:10]/[C:8]2[S:9][C:5]([C:3]([OH:4])=[O:2])=[C:6]([CH3:22])[N:7]=2)=[C:16]([CH3:17])[O:15][N:14]=1)[CH2:19][CH2:20][CH3:21]. The yield is 0.910.